Predict the reactants needed to synthesize the given product. From a dataset of Full USPTO retrosynthesis dataset with 1.9M reactions from patents (1976-2016). (1) Given the product [Cl:1][C:2]1[CH:7]=[N:6][N:5]2[C:8](=[O:11])[N:9]([CH2:20][C:21]3[CH:26]=[N:25][C:24]([C:27]([F:30])([F:28])[F:29])=[CH:23][CH:22]=3)[N:10]=[C:4]2[C:3]=1[C:12]1[CH:17]=[CH:16][C:15]([Cl:18])=[CH:14][CH:13]=1, predict the reactants needed to synthesize it. The reactants are: [Cl:1][C:2]1[CH:7]=[N:6][N:5]2[C:8](=[O:11])[NH:9][N:10]=[C:4]2[C:3]=1[C:12]1[CH:17]=[CH:16][C:15]([Cl:18])=[CH:14][CH:13]=1.Br[CH2:20][C:21]1[CH:22]=[CH:23][C:24]([C:27]([F:30])([F:29])[F:28])=[N:25][CH:26]=1. (2) Given the product [O:42]=[C:41]1[NH:2][CH:3]([C:4]2[CH:11]=[CH:10][C:7]([C:8]#[N:9])=[CH:6][C:5]=2[S:12]([CH2:15][CH3:16])(=[O:14])=[O:13])[C:17]2[C:21](=[O:22])[CH2:20][CH2:19][C:18]=2[N:23]1[C:24]1[CH:29]=[CH:28][N:27]=[C:26]([C:30]([F:33])([F:32])[F:31])[CH:25]=1, predict the reactants needed to synthesize it. The reactants are: Cl.[NH2:2][CH:3]([C:17]1[C:21](=[O:22])[CH2:20][CH2:19][C:18]=1[NH:23][C:24]1[CH:29]=[CH:28][N:27]=[C:26]([C:30]([F:33])([F:32])[F:31])[CH:25]=1)[C:4]1[CH:11]=[CH:10][C:7]([C:8]#[N:9])=[CH:6][C:5]=1[S:12]([CH2:15][CH3:16])(=[O:14])=[O:13].C(N(CC)CC)C.[C:41](N1C=CN=C1)(N1C=CN=C1)=[O:42]. (3) Given the product [Cl:2][C:3]1[N:11]=[C:10]([O:12][CH3:13])[CH:9]=[CH:8][C:4]=1[C:5]([Cl:1])=[O:6], predict the reactants needed to synthesize it. The reactants are: [ClH:1].[Cl:2][C:3]1[N:11]=[C:10]([O:12][CH3:13])[CH:9]=[CH:8][C:4]=1[C:5](O)=[O:6]. (4) Given the product [Cl:32][C:26]1[CH:25]=[C:24]([C:21]2[CH:22]=[CH:23][N:19]([CH2:18][C@H:17]([NH:16][C:12]([C:11]3[N:7]=[C:6]([C:4]4[CH:5]=[N:1][NH:2][CH:3]=4)[S:8][CH:10]=3)=[O:14])[CH3:33])[N:20]=2)[CH:31]=[CH:30][C:27]=1[C:28]#[N:29], predict the reactants needed to synthesize it. The reactants are: [NH:1]1[CH:5]=[C:4]([C:6](=[S:8])[NH2:7])[CH:3]=[N:2]1.Br[CH2:10][C:11](=O)[C:12]([OH:14])=O.[NH2:16][C@H:17]([CH3:33])[CH2:18][N:19]1[CH:23]=[CH:22][C:21]([C:24]2[CH:31]=[CH:30][C:27]([C:28]#[N:29])=[C:26]([Cl:32])[CH:25]=2)=[N:20]1.C(Cl)Cl. (5) Given the product [CH3:1][O:2][CH2:3][CH2:4][N:5]1[C:6]2[C:15]3[CH:14]=[CH:13][CH:12]=[CH:11][C:10]=3[N:9]=[CH:8][C:7]=2[N:16]=[C:4]1[CH2:3][O:2][CH3:1], predict the reactants needed to synthesize it. The reactants are: [CH3:1][O:2][CH2:3][CH2:4][NH:5][C:6]1[C:15]2[C:10](=[CH:11][CH:12]=[CH:13][CH:14]=2)[N:9]=[CH:8][C:7]=1[N+:16]([O-])=O.S([O-])([O-])(=O)=O.[Mg+2]. (6) Given the product [ClH:1].[CH:2]1[C:14]2[NH:13][C:12]3[C:7](=[CH:8][CH:9]=[CH:10][CH:11]=3)[C:6]=2[CH:5]=[CH:4][C:3]=1[O:15][CH2:16][CH2:17][NH:18][CH2:19][CH:20]([C:22]1[CH:23]=[CH:24][C:25]([OH:35])=[C:26]([NH:28][S:29]([N:32]([CH3:33])[CH3:34])(=[O:30])=[O:31])[CH:27]=1)[OH:21], predict the reactants needed to synthesize it. The reactants are: [ClH:1].[CH:2]1[C:14]2[NH:13][C:12]3[C:7](=[CH:8][CH:9]=[CH:10][CH:11]=3)[C:6]=2[CH:5]=[CH:4][C:3]=1[O:15][CH2:16][CH2:17][NH:18][CH2:19][CH:20]([C:22]1[CH:23]=[CH:24][C:25]([O:35]CC2C=CC=CC=2)=[C:26]([NH:28][S:29]([N:32]([CH3:34])[CH3:33])(=[O:31])=[O:30])[CH:27]=1)[OH:21].CO.C(OCC)(=O)C. (7) Given the product [OH:1][CH2:2][CH:3]([NH:10][C:11]([C:13]1([Br:16])[CH2:14][CH2:15]1)=[O:12])[CH3:4], predict the reactants needed to synthesize it. The reactants are: [OH:1][CH2:2][C@H:3]([NH:10][C:11]([C:13]1([Br:16])[CH2:15][CH2:14]1)=[O:12])[C:4]1C=CC=CC=1.BrC1(C(Cl)=O)CC1.CC(N)CO. (8) Given the product [O:1]1[CH:5]=[CH:4][C:3]([C:6]2[N:11]3[N:12]=[C:13]([NH:15][C:19](=[O:20])[CH2:18][O:17][CH3:16])[N:14]=[C:10]3[CH:9]=[CH:8][CH:7]=2)=[CH:2]1, predict the reactants needed to synthesize it. The reactants are: [O:1]1[CH:5]=[CH:4][C:3]([C:6]2[N:11]3[N:12]=[C:13]([NH2:15])[N:14]=[C:10]3[CH:9]=[CH:8][CH:7]=2)=[CH:2]1.[CH3:16][O:17][CH2:18][C:19](Cl)=[O:20].